From a dataset of Reaction yield outcomes from USPTO patents with 853,638 reactions. Predict the reaction yield, written as a fraction of the theoretical maximum amount of product (1.0 means a 100% yield; for example, 0.34 means a 34% yield). The reactants are [C:1]([N:9]1[CH2:13][CH2:12][CH2:11][CH:10]1[C:14]1[CH:19]=[CH:18][N:17]=[C:16]([C:20]#[N:21])[CH:15]=1)(=[O:8])[C:2]1[CH:7]=[CH:6][CH:5]=[CH:4][CH:3]=1.[C:22](OC)(=[O:30])[C:23]1[C:24](=[CH:26][CH:27]=[CH:28][CH:29]=1)[SH:25].C(N(CC)CC)C. The catalyst is C1(C)C=CC=CC=1. The product is [C:1]([N:9]1[CH2:13][CH2:12][CH2:11][CH:10]1[C:14]1[CH:19]=[CH:18][N:17]=[C:16]([C:20]2[S:25][C:24]3[CH:26]=[CH:27][CH:28]=[CH:29][C:23]=3[C:22](=[O:30])[N:21]=2)[CH:15]=1)(=[O:8])[C:2]1[CH:7]=[CH:6][CH:5]=[CH:4][CH:3]=1. The yield is 0.820.